Dataset: Reaction yield outcomes from USPTO patents with 853,638 reactions. Task: Predict the reaction yield, written as a fraction of the theoretical maximum amount of product (1.0 means a 100% yield; for example, 0.34 means a 34% yield). The reactants are [Cl:1][C:2]1[CH:7]=[C:6](Cl)[N:5]=[C:4]2[N:9]([CH:12]([CH3:14])[CH3:13])[N:10]=[CH:11][C:3]=12.C([O-])(O)=O.[Na+].[OH:20][C:21]1[CH:22]=[C:23](B(O)O)[CH:24]=[CH:25][CH:26]=1. The catalyst is O1CCOCC1.O.C1C=CC([P]([Pd]([P](C2C=CC=CC=2)(C2C=CC=CC=2)C2C=CC=CC=2)([P](C2C=CC=CC=2)(C2C=CC=CC=2)C2C=CC=CC=2)[P](C2C=CC=CC=2)(C2C=CC=CC=2)C2C=CC=CC=2)(C2C=CC=CC=2)C2C=CC=CC=2)=CC=1. The product is [Cl:1][C:2]1[CH:7]=[C:6]([C:25]2[CH:26]=[C:21]([OH:20])[CH:22]=[CH:23][CH:24]=2)[N:5]=[C:4]2[N:9]([CH:12]([CH3:14])[CH3:13])[N:10]=[CH:11][C:3]=12. The yield is 0.630.